Dataset: Catalyst prediction with 721,799 reactions and 888 catalyst types from USPTO. Task: Predict which catalyst facilitates the given reaction. (1) Reactant: [CH3:1][Si:2]([CH3:34])([CH3:33])[CH2:3][CH2:4][O:5][CH2:6][N:7]([CH2:25][O:26][CH2:27][CH2:28][Si:29]([CH3:32])([CH3:31])[CH3:30])[C:8]1[N:13]2[N:14]=[CH:15][C:16](I)=[C:12]2[N:11]=[C:10]([CH:18]2[CH2:23][CH2:22][C:21](=[O:24])[CH2:20][CH2:19]2)[CH:9]=1.[C:35]1([C:41]2[CH:46]=[CH:45][C:44](B3OC(C)(C)C(C)(C)O3)=[CH:43][N:42]=2)[CH:40]=[CH:39][CH:38]=[CH:37][CH:36]=1.[O-]P([O-])([O-])=O.[K+].[K+].[K+]. Product: [CH3:1][Si:2]([CH3:34])([CH3:33])[CH2:3][CH2:4][O:5][CH2:6][N:7]([CH2:25][O:26][CH2:27][CH2:28][Si:29]([CH3:32])([CH3:31])[CH3:30])[C:8]1[N:13]2[N:14]=[CH:15][C:16]([C:44]3[CH:43]=[N:42][C:41]([C:35]4[CH:40]=[CH:39][CH:38]=[CH:37][CH:36]=4)=[CH:46][CH:45]=3)=[C:12]2[N:11]=[C:10]([CH:18]2[CH2:23][CH2:22][C:21](=[O:24])[CH2:20][CH2:19]2)[CH:9]=1. The catalyst class is: 38. (2) Reactant: [F:1][C:2]([F:31])([F:30])[C:3]1[CH:8]=[C:7]([C:9]2[O:13][N:12]=[C:11]([C:14]3[CH:19]=[CH:18][C:17]([S:20](Cl)(=[O:22])=[O:21])=[CH:16][CH:15]=3)[CH:10]=2)[CH:6]=[CH:5][C:4]=1[C:24]1[CH:29]=[CH:28][CH:27]=[CH:26][CH:25]=1.[NH2:32][C@H:33]([C:35]([OH:37])=[O:36])[CH3:34].C(N(CC)CC)C.[OH-].[Na+].Cl. Product: [F:1][C:2]([F:31])([F:30])[C:3]1[CH:8]=[C:7]([C:9]2[O:13][N:12]=[C:11]([C:14]3[CH:19]=[CH:18][C:17]([S:20]([NH:32][C@@H:33]([CH3:34])[C:35]([OH:37])=[O:36])(=[O:22])=[O:21])=[CH:16][CH:15]=3)[CH:10]=2)[CH:6]=[CH:5][C:4]=1[C:24]1[CH:29]=[CH:28][CH:27]=[CH:26][CH:25]=1. The catalyst class is: 20. (3) Reactant: [CH3:1][O:2][C:3](=[O:18])[C:4]1[CH:9]=[CH:8][CH:7]=[C:6]([C:10]2[N:11]=[C:12]([CH3:17])[S:13][C:14]=2[CH2:15][OH:16])[CH:5]=1.[O:19]1[CH:24]=[CH:23][CH2:22][CH2:21][CH2:20]1.O.C1(C)C=CC(S(O)(=O)=O)=CC=1. Product: [CH3:1][O:2][C:3](=[O:18])[C:4]1[CH:9]=[CH:8][CH:7]=[C:6]([C:10]2[N:11]=[C:12]([CH3:17])[S:13][C:14]=2[CH2:15][O:16][CH:20]2[CH2:21][CH2:22][CH2:23][CH2:24][O:19]2)[CH:5]=1. The catalyst class is: 25.